This data is from Human liver microsome stability data. The task is: Regression/Classification. Given a drug SMILES string, predict its absorption, distribution, metabolism, or excretion properties. Task type varies by dataset: regression for continuous measurements (e.g., permeability, clearance, half-life) or binary classification for categorical outcomes (e.g., BBB penetration, CYP inhibition). Dataset: hlm. (1) The drug is N#CC1(n2cc([C@@H](NC(=O)c3ccsc3)C3CCCC3)nn2)CC1. The result is 0 (unstable in human liver microsomes). (2) The drug is CCCS(=O)(=O)c1cccc(Oc2cccc(-n3c(C)nc4c(C(F)(F)F)cccc43)c2)c1. The result is 1 (stable in human liver microsomes). (3) The drug is CC(C)(C)CC[C@]1(C)CN(C2CC2)C(=O)C(C2=NS(=O)(=O)c3cc(NS(C)(=O)=O)ccc3N2)=C1O. The result is 1 (stable in human liver microsomes).